Dataset: Peptide-MHC class I binding affinity with 185,985 pairs from IEDB/IMGT. Task: Regression. Given a peptide amino acid sequence and an MHC pseudo amino acid sequence, predict their binding affinity value. This is MHC class I binding data. (1) The peptide sequence is KYLPLDKGI. The MHC is Patr-A0301 with pseudo-sequence Patr-A0301. The binding affinity (normalized) is 0.135. (2) The peptide sequence is DMLLNVQTLI. The MHC is HLA-A02:01 with pseudo-sequence HLA-A02:01. The binding affinity (normalized) is 0.595. (3) The peptide sequence is RIRTWKSLVK. The MHC is HLA-B40:01 with pseudo-sequence HLA-B40:01. The binding affinity (normalized) is 0. (4) The peptide sequence is MTYKAAVL. The MHC is HLA-B40:02 with pseudo-sequence HLA-B40:02. The binding affinity (normalized) is 0.0755.